Task: Predict the reactants needed to synthesize the given product.. Dataset: Full USPTO retrosynthesis dataset with 1.9M reactions from patents (1976-2016) (1) Given the product [C:24]1([N:7]([C:1]2[CH:2]=[CH:3][CH:4]=[CH:5][CH:6]=2)[C:32]2[CH:33]=[CH:34][C:35]3[C:30](=[C:45]([C:1]4[CH:6]=[CH:5][CH:4]=[CH:3][CH:2]=4)[C:46]4[C:25]([C:26]=3[C:30]3[CH:35]=[CH:34][CH:33]=[CH:32][CH:31]=3)=[CH:24][CH:29]=[CH:48][CH:47]=4)[CH:31]=2)[CH:25]=[CH:26][CH:27]=[CH:28][CH:29]=1, predict the reactants needed to synthesize it. The reactants are: [C:1]1([N:7]([C:24]2[CH:29]=[CH:28][CH:27]=[CH:26][CH:25]=2)C2C=CC3C(=O)C4C(=CC=CC=4)C(=O)C=3C=2)[CH:6]=[CH:5][CH:4]=[CH:3][CH:2]=1.[C:30]1([Li])[CH:35]=[CH:34][CH:33]=[CH:32][CH:31]=1.[I-].[Na+].O.[PH2]([O-])=O.[Na+].O1[CH2:48][CH2:47][CH2:46][CH2:45]1. (2) Given the product [Cl:7][C:8]1[C:13]([C:14]([O:16][CH:17]([CH3:19])[CH3:18])=[O:15])=[C:12]([C:21]2[CH:26]=[CH:25][CH:24]=[CH:23][CH:22]=2)[CH:11]=[CH:10][N:9]=1, predict the reactants needed to synthesize it. The reactants are: C([O-])([O-])=O.[K+].[K+].[Cl:7][C:8]1[C:13]([C:14]([O:16][CH:17]([CH3:19])[CH3:18])=[O:15])=[C:12](I)[CH:11]=[CH:10][N:9]=1.[C:21]1(B(O)O)[CH:26]=[CH:25][CH:24]=[CH:23][CH:22]=1. (3) Given the product [CH3:1][O:2][C:3]1[CH:4]=[C:5]2[C:10](=[CH:11][C:12]=1[O:13][CH2:14][CH2:15][CH2:16][N:19]1[CH2:24][CH2:23][CH2:22][CH2:21][CH2:20]1)[N:9]=[CH:8][NH:7][C:6]2=[O:18], predict the reactants needed to synthesize it. The reactants are: [CH3:1][O:2][C:3]1[CH:4]=[C:5]2[C:10](=[CH:11][C:12]=1[O:13][CH2:14][CH2:15][CH2:16]Cl)[N:9]=[CH:8][NH:7][C:6]2=[O:18].[NH:19]1[CH2:24][CH2:23][CH2:22][CH2:21][CH2:20]1.[OH-].[Na+]. (4) Given the product [S:38]1[CH:42]=[CH:41][CH:40]=[C:39]1[S:43]([O:30][C:27]1[CH:26]=[CH:25][C:24]([N:10]2[C:11]([CH3:23])=[C:12]([C:14]([NH:16][N:17]3[CH2:22][CH2:21][CH2:20][CH2:19][CH2:18]3)=[O:15])[N:13]=[C:9]2[C:3]2[CH:4]=[CH:5][C:6]([Cl:8])=[CH:7][C:2]=2[Cl:1])=[CH:29][CH:28]=1)(=[O:45])=[O:44], predict the reactants needed to synthesize it. The reactants are: [Cl:1][C:2]1[CH:7]=[C:6]([Cl:8])[CH:5]=[CH:4][C:3]=1[C:9]1[N:10]([C:24]2[CH:29]=[CH:28][C:27]([OH:30])=[CH:26][CH:25]=2)[C:11]([CH3:23])=[C:12]([C:14]([NH:16][N:17]2[CH2:22][CH2:21][CH2:20][CH2:19][CH2:18]2)=[O:15])[N:13]=1.C(N(CC)CC)C.[S:38]1[CH:42]=[CH:41][CH:40]=[C:39]1[S:43](Cl)(=[O:45])=[O:44].O.